Predict the product of the given reaction. From a dataset of Forward reaction prediction with 1.9M reactions from USPTO patents (1976-2016). (1) The product is: [NH:26]1[C:27]2[C:32](=[CH:31][CH:30]=[CH:29][CH:28]=2)[C:24]([N:18]2[CH2:19][CH2:20][N:21]([C:15](=[O:17])[CH2:14][CH2:13][S:12][C:4]3[NH:3][C:2](=[O:1])[C:11]4[C:6](=[CH:7][CH:8]=[CH:9][CH:10]=4)[N:5]=3)[CH2:22][CH2:23]2)=[N:25]1. Given the reactants [O:1]=[C:2]1[C:11]2[C:6](=[CH:7][CH:8]=[CH:9][CH:10]=2)[N:5]=[C:4]([S:12][CH2:13][CH2:14][C:15]([OH:17])=O)[NH:3]1.[N:18]1([C:24]2[C:32]3[C:27](=[CH:28][CH:29]=[CH:30][CH:31]=3)[NH:26][N:25]=2)[CH2:23][CH2:22][NH:21][CH2:20][CH2:19]1, predict the reaction product. (2) Given the reactants [CH3:1][C:2]1[O:6][N:5]=[C:4]([C:7]2[CH:12]=[CH:11][CH:10]=[CH:9][CH:8]=2)[C:3]=1[CH2:13][O:14][C:15]1[CH:23]=[CH:22][C:18]([C:19]([OH:21])=O)=[CH:17][N:16]=1.[CH:24]1([NH2:29])[CH2:28][CH2:27][CH2:26][CH2:25]1, predict the reaction product. The product is: [CH:24]1([NH:29][C:19](=[O:21])[C:18]2[CH:22]=[CH:23][C:15]([O:14][CH2:13][C:3]3[C:4]([C:7]4[CH:8]=[CH:9][CH:10]=[CH:11][CH:12]=4)=[N:5][O:6][C:2]=3[CH3:1])=[N:16][CH:17]=2)[CH2:28][CH2:27][CH2:26][CH2:25]1. (3) Given the reactants [C:1]1([C:10]2[CH:15]=[CH:14][CH:13]=[CH:12][CH:11]=2)[C:2]([C:7](O)=[O:8])=[CH:3][CH:4]=[CH:5][CH:6]=1.FC(F)(F)S(O)(=O)=O, predict the reaction product. The product is: [CH:14]1[C:15]2[C:7](=[O:8])[C:2]3[C:1](=[CH:6][CH:5]=[CH:4][CH:3]=3)[C:10]=2[CH:11]=[CH:12][CH:13]=1.